Dataset: Full USPTO retrosynthesis dataset with 1.9M reactions from patents (1976-2016). Task: Predict the reactants needed to synthesize the given product. (1) Given the product [Br:1][C:2]1[CH:3]=[CH:4][C:5]([Cl:10])=[C:6]([CH2:7][C:15]2[S:11][C:12]3[CH:18]=[CH:17][S:16][C:13]=3[CH:14]=2)[CH:9]=1, predict the reactants needed to synthesize it. The reactants are: [Br:1][C:2]1[CH:3]=[CH:4][C:5]([Cl:10])=[C:6]([CH:9]=1)[CH:7]=O.[S:11]1[CH:15]=[CH:14][C:13]2[S:16][CH:17]=[CH:18][C:12]1=2. (2) Given the product [Cl:1][C:2]1[CH:3]=[C:4]([CH:26]=[CH:27][C:28]=1[Cl:29])[O:5][CH:6]1[CH2:7][CH2:8][N:9]([CH2:12][CH:13]2[CH2:18][CH2:17][CH2:16][NH:15][CH2:14]2)[CH2:10][CH2:11]1, predict the reactants needed to synthesize it. The reactants are: [Cl:1][C:2]1[CH:3]=[C:4]([CH:26]=[CH:27][C:28]=1[Cl:29])[O:5][CH:6]1[CH2:11][CH2:10][N:9]([CH2:12][CH:13]2[CH2:18][CH2:17][CH2:16][N:15](C(OC(C)(C)C)=O)[CH2:14]2)[CH2:8][CH2:7]1.FC(F)(F)C(O)=O.